This data is from Reaction yield outcomes from USPTO patents with 853,638 reactions. The task is: Predict the reaction yield, written as a fraction of the theoretical maximum amount of product (1.0 means a 100% yield; for example, 0.34 means a 34% yield). (1) The reactants are Br[CH2:2][C:3]1[N:8]([C:9]2[CH:14]=[CH:13][CH:12]=[C:11]([C:15]([F:18])([F:17])[F:16])[CH:10]=2)[C:7](=[O:19])[NH:6][CH:5]([C:20]2[CH:25]=[CH:24][C:23]([C:26]#[N:27])=[CH:22][C:21]=2[S:28]([CH3:31])(=[O:30])=[O:29])[C:4]=1[C:32]([O:34]CC(Br)CBr)=O.[CH3:40][NH2:41].C1COCC1. No catalyst specified. The product is [CH3:40][N:41]1[C:32](=[O:34])[C:4]2[CH:5]([C:20]3[CH:25]=[CH:24][C:23]([C:26]#[N:27])=[CH:22][C:21]=3[S:28]([CH3:31])(=[O:30])=[O:29])[NH:6][C:7](=[O:19])[N:8]([C:9]3[CH:14]=[CH:13][CH:12]=[C:11]([C:15]([F:16])([F:17])[F:18])[CH:10]=3)[C:3]=2[CH2:2]1. The yield is 0.670. (2) The yield is 0.570. The reactants are [C:1]([C:3](=[C:6]1[CH2:11][CH2:10][N:9]([C:12]2[CH:17]=[CH:16][C:15]([N:18]3[CH2:22][C@H:21]([CH2:23][NH:24][C:25](=[O:27])[CH3:26])[O:20][C:19]3=[O:28])=[CH:14][C:13]=2[F:29])[CH2:8][CH2:7]1)[C:4]#[N:5])#[N:2].[I-].[CH3:31][S+](C)(C)=O.CC(C)([O-])C.[K+]. The product is [C:1]([C:3]1([C:4]#[N:5])[C:6]2([CH2:11][CH2:10][N:9]([C:12]3[CH:17]=[CH:16][C:15]([N:18]4[CH2:22][C@H:21]([CH2:23][NH:24][C:25](=[O:27])[CH3:26])[O:20][C:19]4=[O:28])=[CH:14][C:13]=3[F:29])[CH2:8][CH2:7]2)[CH2:31]1)#[N:2]. The catalyst is CS(C)=O. (3) The reactants are Br.Br[CH2:3][C:4]([C:6]1[C:7](=[O:21])[O:8][C:9]2[C:14]([CH:15]=1)=[CH:13][CH:12]=[C:11]([N:16]([CH2:19][CH3:20])[CH2:17][CH3:18])[CH:10]=2)=O.[C:22]([CH2:24][C:25]([NH2:27])=[S:26])#[N:23].C(=O)([O-])O.[Na+].CCOCC. The catalyst is C(O)C. The product is [CH2:17]([N:16]([CH2:19][CH3:20])[C:11]1[CH:10]=[C:9]2[C:14]([CH:15]=[C:6]([C:4]3[N:27]=[C:25]([CH2:24][C:22]#[N:23])[S:26][CH:3]=3)[C:7](=[O:21])[O:8]2)=[CH:13][CH:12]=1)[CH3:18]. The yield is 0.650. (4) The reactants are [Br:1][C:2]1[CH:10]=[CH:9][C:5]([C:6](Cl)=[O:7])=[CH:4][CH:3]=1.C(N(CC)CC)C.Cl.[CH3:19][O:20][NH:21][CH3:22]. The catalyst is ClCCl. The product is [Br:1][C:2]1[CH:10]=[CH:9][C:5]([C:6]([N:21]([O:20][CH3:19])[CH3:22])=[O:7])=[CH:4][CH:3]=1. The yield is 0.840. (5) The reactants are CN(C)/[CH:3]=[C:4](\[F:17])/[C:5]([C:7]1[N:11]([CH3:12])[C:10]([C:13]([F:16])([F:15])[F:14])=[N:9][CH:8]=1)=O.[NH2:19][C:20]([NH2:22])=[NH:21].C(=O)([O-])[O-].C[O-].[Na+]. The catalyst is C(O)CCC.O. The product is [F:17][C:4]1[C:5]([C:7]2[N:11]([CH3:12])[C:10]([C:13]([F:16])([F:14])[F:15])=[N:9][CH:8]=2)=[N:21][C:20]([NH2:22])=[N:19][CH:3]=1. The yield is 0.210. (6) The reactants are Br[C:2]1[N:7]=[CH:6][C:5]([CH:8]=[O:9])=[CH:4][CH:3]=1.[N+:10]([C:13]1[CH:18]=[CH:17][C:16]([OH:19])=[CH:15][CH:14]=1)([O-:12])=[O:11].C([O-])([O-])=O.[K+].[K+]. The catalyst is CN(C=O)C. The product is [N+:10]([C:13]1[CH:18]=[CH:17][C:16]([O:19][C:2]2[N:7]=[CH:6][C:5]([CH:8]=[O:9])=[CH:4][CH:3]=2)=[CH:15][CH:14]=1)([O-:12])=[O:11]. The yield is 0.900. (7) The reactants are [CH3:1][O:2][C:3]1[CH:4]=[C:5](O)[CH:6]=[CH:7][CH:8]=1.[CH2:10]([OH:16])[CH2:11][CH2:12][CH2:13][CH:14]=[CH2:15].C1C=CC(P(C2C=CC=CC=2)C2C=CC=CC=2)=CC=1.CC(OC(/N=N/C(OC(C)C)=O)=O)C. The catalyst is C1COCC1. The product is [CH2:10]([O:16][C:7]1[CH:6]=[CH:5][CH:4]=[C:3]([O:2][CH3:1])[CH:8]=1)[CH2:11][CH2:12][CH2:13][CH:14]=[CH2:15]. The yield is 0.960.